This data is from Full USPTO retrosynthesis dataset with 1.9M reactions from patents (1976-2016). The task is: Predict the reactants needed to synthesize the given product. (1) Given the product [CH2:1]([NH:3][C:4]([N:6]1[C:14]2[C:9](=[CH:10][C:11]([O:15][C:16]3[CH:21]=[CH:20][N:19]=[C:18]([NH:22][C:23]([NH:42][O:40][CH3:41])=[O:31])[N:17]=3)=[CH:12][CH:13]=2)[CH:8]=[CH:7]1)=[O:5])[CH3:2], predict the reactants needed to synthesize it. The reactants are: [CH2:1]([NH:3][C:4]([N:6]1[C:14]2[C:9](=[CH:10][C:11]([O:15][C:16]3[CH:21]=[CH:20][N:19]=[C:18]([NH:22][C:23](=[O:31])OC4C=CC=CC=4)[N:17]=3)=[CH:12][CH:13]=2)[CH:8]=[CH:7]1)=[O:5])[CH3:2].C(N(CC)CC)C.Cl.[O:40]([NH2:42])[CH3:41]. (2) Given the product [CH2:12]([C:14]1[CH:20]=[CH:19][CH:18]=[CH:17][C:15]=1[NH:16][C:4](=[O:5])[CH:2]=[N:1][OH:24])[CH3:13], predict the reactants needed to synthesize it. The reactants are: [NH:1]1C2C(=CC=CC=2)[C:4](=[O:5])[C:2]1=O.[CH2:12]([C:14]1[CH:20]=[CH:19][CH:18]=[CH:17][C:15]=1[NH2:16])[CH3:13].ClC(Cl)(Cl)C(O)[OH:24].Cl.NO.S([O-])([O-])(=O)=O.[Na+].[Na+]. (3) Given the product [Cl:1][C:2]1[O:3][C:4]2[CH:10]=[CH:9][C:8]([C:11]([CH2:27][CH3:28])=[C:12]([C:20]3[CH:21]=[CH:22][C:23]([OH:26])=[CH:24][CH:25]=3)[C:13]3[CH:14]=[N:15][C:16]([S:34][CH2:33][CH2:32][NH:31][CH3:30])=[CH:17][CH:18]=3)=[CH:7][C:5]=2[CH:6]=1, predict the reactants needed to synthesize it. The reactants are: [Cl:1][C:2]1[O:3][C:4]2[CH:10]=[CH:9][C:8]([C:11]([CH2:27][CH3:28])=[C:12]([C:20]3[CH:25]=[CH:24][C:23]([OH:26])=[CH:22][CH:21]=3)[C:13]3[CH:14]=[N:15][C:16](Cl)=[CH:17][CH:18]=3)=[CH:7][C:5]=2[CH:6]=1.Cl.[CH3:30][NH:31][CH2:32][CH2:33][SH:34]. (4) Given the product [F:1][C:2]1[CH:3]=[CH:4][C:5]([CH:8]([OH:26])[CH:9]([CH2:15][C:16]2[CH:21]=[CH:20][C:19]([C:22]([F:24])([F:25])[F:23])=[CH:18][CH:17]=2)[C:10]([OH:12])=[O:11])=[CH:6][CH:7]=1, predict the reactants needed to synthesize it. The reactants are: [F:1][C:2]1[CH:7]=[CH:6][C:5]([CH:8]([OH:26])[CH:9]([CH2:15][C:16]2[CH:21]=[CH:20][C:19]([C:22]([F:25])([F:24])[F:23])=[CH:18][CH:17]=2)[C:10]([O:12]CC)=[O:11])=[CH:4][CH:3]=1.[OH-].[Na+]. (5) Given the product [CH3:21][O:22][C:23]1[N:24]=[C:25]([O:32][CH3:33])[C:26]([C:2]2[CH:20]=[CH:19][C:5]3[N:6]=[C:7]([C@H:9]4[CH2:12][C@H:11]([N:13]5[CH2:17][CH2:16][CH2:15][C@@H:14]5[CH3:18])[CH2:10]4)[S:8][C:4]=3[CH:3]=2)=[CH:27][N:28]=1, predict the reactants needed to synthesize it. The reactants are: Br[C:2]1[CH:20]=[CH:19][C:5]2[N:6]=[C:7]([C@H:9]3[CH2:12][C@H:11]([N:13]4[CH2:17][CH2:16][CH2:15][C@H:14]4[CH3:18])[CH2:10]3)[S:8][C:4]=2[CH:3]=1.[CH3:21][O:22][C:23]1[N:28]=[CH:27][C:26](B(O)O)=[C:25]([O:32][CH3:33])[N:24]=1.N1C=C(B(O)O)C=NC=1. (6) Given the product [C:28]([O:32][C:33](=[O:36])[CH2:34][NH:22][CH2:21][C:20]1[CH:23]=[CH:24][CH:25]=[C:18]([CH2:17][O:16][C:13]2[CH:12]=[CH:11][C:10]([C:6]3[CH:7]=[C:8]([F:9])[C:3]([F:2])=[CH:4][C:5]=3[O:26][CH3:27])=[CH:15][CH:14]=2)[CH:19]=1)([CH3:31])([CH3:30])[CH3:29], predict the reactants needed to synthesize it. The reactants are: Cl.[F:2][C:3]1[C:8]([F:9])=[CH:7][C:6]([C:10]2[CH:15]=[CH:14][C:13]([O:16][CH2:17][C:18]3[CH:19]=[C:20]([CH:23]=[CH:24][CH:25]=3)[CH2:21][NH2:22])=[CH:12][CH:11]=2)=[C:5]([O:26][CH3:27])[CH:4]=1.[C:28]([O:32][C:33](=[O:36])[CH2:34]Br)([CH3:31])([CH3:30])[CH3:29].C(N(CC)CC)C. (7) The reactants are: Cl.[NH2:2][C@@H:3]([CH2:6][C:7]1[CH:12]=[CH:11][C:10]([OH:13])=[CH:9][CH:8]=1)[CH2:4][OH:5].[CH:14](=O)[C:15]1[CH:20]=[CH:19][CH:18]=[CH:17][CH:16]=1.C(O)(=O)C.C(O[BH-](OC(=O)C)OC(=O)C)(=O)C.[Na+]. Given the product [CH2:14]([NH:2][C@@H:3]([CH2:6][C:7]1[CH:8]=[CH:9][C:10]([OH:13])=[CH:11][CH:12]=1)[CH2:4][OH:5])[C:15]1[CH:20]=[CH:19][CH:18]=[CH:17][CH:16]=1, predict the reactants needed to synthesize it.